Dataset: Forward reaction prediction with 1.9M reactions from USPTO patents (1976-2016). Task: Predict the product of the given reaction. (1) The product is: [CH2:11]([N:13]1[C:2]([C:3]2[CH:8]=[CH:7][N:6]=[CH:5][CH:4]=2)=[N:16][NH:15][C:14]1=[S:17])[CH3:12]. Given the reactants Cl.[C:2](Cl)(=O)[C:3]1[CH:8]=[CH:7][N:6]=[CH:5][CH:4]=1.[CH2:11]([NH:13][C:14](=[S:17])[NH:15][NH2:16])[CH3:12].[OH-].[Na+], predict the reaction product. (2) Given the reactants [OH:1][C:2]1[C:11]([CH2:12][CH2:13][C:14]([CH3:16])=[CH2:15])=[C:10]([O:17][CH3:18])[CH:9]=[C:8](/[CH:19]=[CH:20]/[C:21]2[CH:26]=[CH:25][CH:24]=[CH:23][CH:22]=2)[C:3]=1[C:4](OC)=[O:5].[NH3:27], predict the reaction product. The product is: [OH:1][C:2]1[C:11]([CH2:12][CH2:13][C:14]([CH3:16])=[CH2:15])=[C:10]([O:17][CH3:18])[CH:9]=[C:8](/[CH:19]=[CH:20]/[C:21]2[CH:26]=[CH:25][CH:24]=[CH:23][CH:22]=2)[C:3]=1[C:4]([NH2:27])=[O:5]. (3) Given the reactants [Cl:1][C:2]1[CH:7]=[CH:6][N:5]2[CH:8]=[CH:9][N:10]=[C:4]2[CH:3]=1.C1C(=O)N([Br:18])C(=O)C1, predict the reaction product. The product is: [Br:18][C:8]1[N:5]2[CH:6]=[CH:7][C:2]([Cl:1])=[CH:3][C:4]2=[N:10][CH:9]=1. (4) Given the reactants [Cl:1][C:2]1[CH:3]=[CH:4][C:5]([O:12][CH3:13])=[C:6]([S:8](Cl)(=[O:10])=[O:9])[CH:7]=1.[CH3:14][O:15][C:16](=[O:25])[C:17]1[CH:22]=[CH:21][C:20]([OH:23])=[C:19]([NH2:24])[CH:18]=1, predict the reaction product. The product is: [CH3:14][O:15][C:16](=[O:25])[C:17]1[CH:22]=[CH:21][C:20]([OH:23])=[C:19]([NH:24][S:8]([C:6]2[CH:7]=[C:2]([Cl:1])[CH:3]=[CH:4][C:5]=2[O:12][CH3:13])(=[O:10])=[O:9])[CH:18]=1. (5) Given the reactants Br[C:2]1[CH:10]=[C:9]2[C:5]([C:6]([C:11]3[CH:12]=[N:13][C:14]([O:17][CH3:18])=[CH:15][CH:16]=3)=[N:7][NH:8]2)=[CH:4][CH:3]=1.[CH2:19]([NH:21][C:22](=[O:40])[C:23]1[CH:28]=[C:27](B2OC(C)(C)C(C)(C)O2)[C:26]([CH3:38])=[C:25]([F:39])[CH:24]=1)[CH3:20].C(=O)([O-])O.[Na+], predict the reaction product. The product is: [CH2:19]([NH:21][C:22](=[O:40])[C:23]1[CH:28]=[C:27]([C:2]2[CH:10]=[C:9]3[C:5]([C:6]([C:11]4[CH:12]=[N:13][C:14]([O:17][CH3:18])=[CH:15][CH:16]=4)=[N:7][NH:8]3)=[CH:4][CH:3]=2)[C:26]([CH3:38])=[C:25]([F:39])[CH:24]=1)[CH3:20].